Dataset: Cav3 T-type calcium channel HTS with 100,875 compounds. Task: Binary Classification. Given a drug SMILES string, predict its activity (active/inactive) in a high-throughput screening assay against a specified biological target. The drug is Fc1c(NC(=O)N(C)C)ccc(F)c1. The result is 0 (inactive).